This data is from Forward reaction prediction with 1.9M reactions from USPTO patents (1976-2016). The task is: Predict the product of the given reaction. (1) Given the reactants [CH3:1][C:2]([C@:4]1([O:25][C:26]([CH3:28])=[O:27])[C@@:8]2([CH3:24])[CH2:9][CH2:10][C@@H:11]3[C@:21]4([CH3:22])[C:15](=[CH:16][C:17]([CH2:19][CH2:20]4)=[O:18])[C:14]([Cl:23])=[CH:13][C@H:12]3[C@@H:7]2[CH2:6][CH2:5]1)=[O:3].ClC1C(=O)C(C#N)=C(C#N)C(=O)C=1Cl, predict the reaction product. The product is: [CH3:1][C:2]([C@:4]1([O:25][C:26]([CH3:28])=[O:27])[C@@:8]2([CH3:24])[CH2:9][CH2:10][C@@H:11]3[C@:21]4([CH3:22])[C:15](=[CH:16][C:17]([CH:19]=[CH:20]4)=[O:18])[C:14]([Cl:23])=[CH:13][C@H:12]3[C@@H:7]2[CH2:6][CH2:5]1)=[O:3]. (2) Given the reactants [Cl:1][C:2]1[CH:3]=[C:4]([NH:17][C:18]2[C:19]3[C:26]4[CH:27]=[CH:28][C:29]([CH2:31][C:32](OCC)=[O:33])=[CH:30][C:25]=4[S:24][C:20]=3[N:21]=[CH:22][N:23]=2)[CH:5]=[CH:6][C:7]=1[O:8][CH2:9][C:10]1[CH:15]=[CH:14][CH:13]=[C:12]([F:16])[CH:11]=1.[H-].C([Al+]CC(C)C)C(C)C, predict the reaction product. The product is: [Cl:1][C:2]1[CH:3]=[C:4]([NH:17][C:18]2[C:19]3[C:26]4[CH:27]=[CH:28][C:29]([CH2:31][CH2:32][OH:33])=[CH:30][C:25]=4[S:24][C:20]=3[N:21]=[CH:22][N:23]=2)[CH:5]=[CH:6][C:7]=1[O:8][CH2:9][C:10]1[CH:15]=[CH:14][CH:13]=[C:12]([F:16])[CH:11]=1. (3) Given the reactants Cl[C:2]1[N:10]=[C:9]([Cl:11])[CH:8]=[CH:7][C:3]=1[C:4]([NH2:6])=[O:5].[CH3:12][N:13]1[CH2:18][CH2:17][N:16]([C:19]2[CH:25]=[CH:24][C:22]([NH2:23])=[CH:21][CH:20]=2)[CH2:15][CH2:14]1.C[Si]([N-][Si](C)(C)C)(C)C.[Li+], predict the reaction product. The product is: [Cl:11][C:9]1[CH:8]=[CH:7][C:3]([C:4]([NH2:6])=[O:5])=[C:2]([NH:23][C:22]2[CH:21]=[CH:20][C:19]([N:16]3[CH2:15][CH2:14][N:13]([CH3:12])[CH2:18][CH2:17]3)=[CH:25][CH:24]=2)[N:10]=1. (4) The product is: [N:22]1([C:20]([NH:19][CH2:18][CH2:17][CH2:16][CH2:15][C@H:14]([NH:28][C:29](=[O:44])[O:30][CH2:31][C:32]2([CH2:36][C:37]3[CH:38]=[CH:39][C:40]([F:43])=[CH:41][CH:42]=3)[CH2:33][CH2:34][CH2:35]2)[C:2](=[O:1])[C:3](=[O:13])[NH:4][C@@H:5]([C:7]2[CH:12]=[CH:11][CH:10]=[CH:9][CH:8]=2)[CH3:6])=[O:21])[CH2:27][CH2:26][O:25][CH2:24][CH2:23]1. Given the reactants [OH:1][CH:2]([C@@H:14]([NH:28][C:29](=[O:44])[O:30][CH2:31][C:32]1([CH2:36][C:37]2[CH:42]=[CH:41][C:40]([F:43])=[CH:39][CH:38]=2)[CH2:35][CH2:34][CH2:33]1)[CH2:15][CH2:16][CH2:17][CH2:18][NH:19][C:20]([N:22]1[CH2:27][CH2:26][O:25][CH2:24][CH2:23]1)=[O:21])[C:3](=[O:13])[NH:4][C@@H:5]([C:7]1[CH:12]=[CH:11][CH:10]=[CH:9][CH:8]=1)[CH3:6].OC([C@@H](NC(=O)OCC1(CC2C=CC=CC=2)CCCCC1)CCCCNC(N1CCOCC1)=O)C(=O)N[C@@H](C1C=CC=CC=1)C, predict the reaction product. (5) Given the reactants [C:1]([C:5]1[CH:6]=[C:7]([NH:11][C:12](=[O:25])[C:13]2[CH:18]=[CH:17][C:16]([CH:19]3[CH2:24][CH2:23][NH:22][CH2:21][CH2:20]3)=[CH:15][CH:14]=2)[CH:8]=[CH:9][CH:10]=1)([CH3:4])([CH3:3])[CH3:2].[CH3:26][C:27]1([CH3:34])[CH2:32][C:31](=[O:33])[O:30][C:28]1=[O:29].C(C1C=C(NC(C2C=CC(N3CCN(C(=O)CC(C)(C)C(O)=O)CC3)=NC=2)=O)C=CC=1)(C)(C)C, predict the reaction product. The product is: [C:1]([C:5]1[CH:6]=[C:7]([NH:11][C:12]([C:13]2[CH:14]=[CH:15][C:16]([CH:19]3[CH2:24][CH2:23][N:22]([C:31](=[O:33])[CH2:32][C:27]([CH3:34])([CH3:26])[C:28]([OH:30])=[O:29])[CH2:21][CH2:20]3)=[CH:17][CH:18]=2)=[O:25])[CH:8]=[CH:9][CH:10]=1)([CH3:4])([CH3:2])[CH3:3]. (6) Given the reactants [C:1]([NH:4][CH2:5][C:6]1[CH:11]=[CH:10][C:9]([C:12]([CH3:17])([CH3:16])C(O)=O)=[CH:8][CH:7]=1)(=[O:3])[CH3:2].C[N:19](C)[CH:20]=[O:21].C(Cl)(=O)[O:24][CH2:25][CH3:26].[N-]=[N+]=[N-].[Na+], predict the reaction product. The product is: [CH2:25]([O:24][C:20]([NH:19][C:12]([C:9]1[CH:8]=[CH:7][C:6]([CH2:5][NH:4][C:1](=[O:3])[CH3:2])=[CH:11][CH:10]=1)([CH3:16])[CH3:17])=[O:21])[C:26]1[CH:10]=[CH:11][CH:6]=[CH:7][CH:8]=1.